This data is from Full USPTO retrosynthesis dataset with 1.9M reactions from patents (1976-2016). The task is: Predict the reactants needed to synthesize the given product. Given the product [Br:1][C:2]1[C:11]([O:12][CH2:35][C:36]#[N:37])=[CH:10][CH:9]=[C:8]2[C:3]=1[CH:4]=[CH:5][C:6]([CH2:13][N:14]([CH3:27])[C:15]([C:17]1[C:25]3[C:20](=[CH:21][CH:22]=[CH:23][CH:24]=3)[N:19]([CH3:26])[CH:18]=1)=[O:16])=[CH:7]2, predict the reactants needed to synthesize it. The reactants are: [Br:1][C:2]1[C:11]([OH:12])=[CH:10][CH:9]=[C:8]2[C:3]=1[CH:4]=[CH:5][C:6]([CH2:13][N:14]([CH3:27])[C:15]([C:17]1[C:25]3[C:20](=[CH:21][CH:22]=[CH:23][CH:24]=3)[N:19]([CH3:26])[CH:18]=1)=[O:16])=[CH:7]2.C(=O)([O-])[O-].[K+].[K+].Br[CH2:35][C:36]#[N:37].